From a dataset of Forward reaction prediction with 1.9M reactions from USPTO patents (1976-2016). Predict the product of the given reaction. Given the reactants [F:1][C:2]1[CH:30]=[C:29]([NH:31][C:32]([C:34]2[C:35](=[O:47])[N:36]([C:40]3[CH:45]=[CH:44][C:43]([F:46])=[CH:42][CH:41]=3)[N:37]=[CH:38][CH:39]=2)=[O:33])[CH:28]=[CH:27][C:3]=1[O:4][C:5]1[CH:10]=[CH:9][N:8]=[C:7]2[CH:11]=[C:12]([C:14]3[CH2:19][CH2:18][N:17](C(OC(C)(C)C)=O)[CH2:16][CH:15]=3)[S:13][C:6]=12.C(C(O)=O)(F)(F)F, predict the reaction product. The product is: [F:1][C:2]1[CH:30]=[C:29]([NH:31][C:32]([C:34]2[C:35](=[O:47])[N:36]([C:40]3[CH:41]=[CH:42][C:43]([F:46])=[CH:44][CH:45]=3)[N:37]=[CH:38][CH:39]=2)=[O:33])[CH:28]=[CH:27][C:3]=1[O:4][C:5]1[CH:10]=[CH:9][N:8]=[C:7]2[CH:11]=[C:12]([C:14]3[CH2:19][CH2:18][NH:17][CH2:16][CH:15]=3)[S:13][C:6]=12.